Task: Predict the reactants needed to synthesize the given product.. Dataset: Full USPTO retrosynthesis dataset with 1.9M reactions from patents (1976-2016) (1) Given the product [CH2:1]([N:8]1[CH2:14][C:13]2[N:15]=[C:16]([Cl:24])[C:17]([N:19]([CH3:23])[CH:20]([CH3:21])[CH3:22])=[N:18][C:12]=2[O:11][CH2:10][CH2:9]1)[C:2]1[CH:3]=[CH:4][CH:5]=[CH:6][CH:7]=1, predict the reactants needed to synthesize it. The reactants are: [CH2:1]([N:8]1[CH2:14][C:13]2[N:15]=[CH:16][C:17]([N:19]([CH3:23])[CH:20]([CH3:22])[CH3:21])=[N:18][C:12]=2[O:11][CH2:10][CH2:9]1)[C:2]1[CH:7]=[CH:6][CH:5]=[CH:4][CH:3]=1.[Cl:24]N1C(=O)CCC1=O.C(#N)C. (2) The reactants are: [NH2:1][C:2]1[C:3]([C:15]([NH2:17])=[O:16])=[CH:4][C:5]2[C:13]3[C:8](=[CH:9][CH:10]=[CH:11][CH:12]=3)[NH:7][C:6]=2[N:14]=1.[CH2:18](Br)[C:19](=[CH2:21])[CH3:20].NC1C(C(N)=O)=CC2C3C(=CC=CC=3)N(C(C)C)C=2N=1. Given the product [NH2:1][C:2]1[C:3]([C:15]([NH2:17])=[O:16])=[CH:4][C:5]2[C:13]3[C:8](=[CH:9][CH:10]=[CH:11][CH:12]=3)[N:7]([CH2:20][C:19]([CH3:21])=[CH2:18])[C:6]=2[N:14]=1, predict the reactants needed to synthesize it. (3) Given the product [C:9]([O:8][C:7]([NH:6][CH2:5][CH2:4][CH2:3][CH2:2][O:1][C:21]1[CH:22]=[CH:23][CH:24]=[C:15]([OH:14])[C:16]=1[C:17]([O:19][CH3:20])=[O:18])=[O:13])([CH3:10])([CH3:12])[CH3:11], predict the reactants needed to synthesize it. The reactants are: [OH:1][CH2:2][CH2:3][CH2:4][CH2:5][NH:6][C:7](=[O:13])[O:8][C:9]([CH3:12])([CH3:11])[CH3:10].[OH:14][C:15]1[CH:24]=[CH:23][CH:22]=[C:21](O)[C:16]=1[C:17]([O:19][CH3:20])=[O:18].C1(P(C2C=CC=CC=2)C2C=CC=CC=2)C=CC=CC=1.N(C(OCC)=O)=NC(OCC)=O.